Dataset: Retrosynthesis with 50K atom-mapped reactions and 10 reaction types from USPTO. Task: Predict the reactants needed to synthesize the given product. (1) Given the product CC1(COc2ccc(Cl)cn2)CNCC1c1ccc(Cl)cc1, predict the reactants needed to synthesize it. The reactants are: CC1(COc2ccc(Cl)cn2)CN(Cc2ccccc2)CC1c1ccc(Cl)cc1. (2) Given the product CC(C)Cn1c(N2CCN(C(=O)C[C@@H](C)O)CC2)nc2c(N3CCOCC3)nc(-c3cnc(N)nc3)nc21, predict the reactants needed to synthesize it. The reactants are: CC(C)Cn1c(N2CCNCC2)nc2c(N3CCOCC3)nc(-c3cnc(N)nc3)nc21.C[C@@H](O)CC(=O)O. (3) Given the product CCC(N)CCCCCCCCC(C)(C)C(=O)OC, predict the reactants needed to synthesize it. The reactants are: CCC(N)CCCCCCCCC(C)(C)C(=O)O.CO. (4) Given the product CN(C)[C@@H]1C[C@H]1CO, predict the reactants needed to synthesize it. The reactants are: CN(C)[C@@H]1C[C@H]1COCc1ccccc1.